This data is from Catalyst prediction with 721,799 reactions and 888 catalyst types from USPTO. The task is: Predict which catalyst facilitates the given reaction. Reactant: [C:1]([C:4]1[CH:5]=[C:6]([CH2:11][CH2:12][C:13]([O:15]C)=[O:14])[CH:7]=[CH:8][C:9]=1[NH2:10])(=[O:3])[CH3:2].[Li+:17].[OH-]. Product: [C:1]([C:4]1[CH:5]=[C:6]([CH2:11][CH2:12][C:13]([O-:15])=[O:14])[CH:7]=[CH:8][C:9]=1[NH2:10])(=[O:3])[CH3:2].[Li+:17]. The catalyst class is: 20.